From a dataset of Reaction yield outcomes from USPTO patents with 853,638 reactions. Predict the reaction yield, written as a fraction of the theoretical maximum amount of product (1.0 means a 100% yield; for example, 0.34 means a 34% yield). (1) The reactants are Cl[C:2]1[N:3]=[CH:4][C:5]2[C:10]([CH:11]=1)=[CH:9][CH:8]=[CH:7][CH:6]=2.[CH3:12][N:13]([C:21]1[CH:26]=[CH:25][C:24](B2OC(C)(C)C(C)(C)O2)=[CH:23][CH:22]=1)[C:14](=[O:20])[O:15][C:16]([CH3:19])([CH3:18])[CH3:17]. No catalyst specified. The product is [CH:4]1[C:5]2[C:10](=[CH:9][CH:8]=[CH:7][CH:6]=2)[CH:11]=[C:2]([C:24]2[CH:23]=[CH:22][C:21]([N:13]([CH3:12])[C:14](=[O:20])[O:15][C:16]([CH3:17])([CH3:18])[CH3:19])=[CH:26][CH:25]=2)[N:3]=1. The yield is 0.180. (2) The reactants are [N:1]([C@H:4]1[C@H:11]([OH:12])[C@@H:10]([CH2:13][OH:14])[O:9][CH:6]([O:7][CH3:8])[C@@H:5]1[O:15][CH2:16][C:17]1[CH:22]=[CH:21][CH:20]=[CH:19][CH:18]=1)=[N+:2]=[N-:3].[C:23](Cl)(=[O:30])[C:24]1[CH:29]=[CH:28][CH:27]=[CH:26][CH:25]=1.O. The catalyst is N1C=CC=CC=1. The product is [N:1]([C@H:4]1[C@H:11]([OH:12])[C@@H:10]([CH2:13][O:14][C:23](=[O:30])[C:24]2[CH:29]=[CH:28][CH:27]=[CH:26][CH:25]=2)[O:9][CH:6]([O:7][CH3:8])[C@@H:5]1[O:15][CH2:16][C:17]1[CH:22]=[CH:21][CH:20]=[CH:19][CH:18]=1)=[N+:2]=[N-:3]. The yield is 0.780. (3) The reactants are [S:1]1[CH:5]=[CH:4][C:3]([CH2:6][C:7]([OH:9])=O)=[CH:2]1.[CH3:10][C:11]1(C)[O:18]C(=O)[CH2:15][C:13](=O)[O:12]1.C1CCC(N=C=NC2CCCCC2)CC1. The yield is 0.970. The product is [O:9]=[C:7]([CH2:6][C:3]1[CH:4]=[CH:5][S:1][CH:2]=1)[CH2:10][C:11]([O:12][CH2:13][CH3:15])=[O:18]. The catalyst is CN(C)C1C=CN=CC=1.C(Cl)Cl. (4) The catalyst is CN1CCCC1=O.O. The reactants are [CH3:1][O:2][C:3]1[CH:8]=[C:7]([CH:9]=O)[CH:6]=[CH:5][C:4]=1[OH:11].[CH2:12](Br)[CH2:13][CH2:14][CH2:15][CH3:16].C(=O)([O-])[O-].[K+].[K+].C[C:25](P(OC)(O)=O)([C:27]([O-:29])=[O:28])C.[OH-].[Na+].Cl. The product is [CH3:1][O:2][C:3]1[CH:8]=[C:7](/[CH:9]=[CH:25]/[C:27]([OH:29])=[O:28])[CH:6]=[CH:5][C:4]=1[O:11][CH2:12][CH2:13][CH2:14][CH2:15][CH3:16]. The yield is 0.847. (5) The reactants are [NH2:1][CH2:2][C:3](=O)[CH2:4][C:5]1[CH:10]=[CH:9][CH:8]=[CH:7][C:6]=1[N+:11]([O-:13])=[O:12].[O-:15][C:16]#[N:17].[K+]. The catalyst is O. The product is [N+:11]([C:6]1[CH:7]=[CH:8][CH:9]=[CH:10][C:5]=1[CH2:4][C:3]1[NH:17][C:16](=[O:15])[NH:1][CH:2]=1)([O-:13])=[O:12]. The yield is 0.620. (6) The reactants are Br[C:2]1[CH:3]=[C:4]([C:8]2([C:19]3[CH:24]=[CH:23][N:22]=[C:21]([CH:25]4[CH2:27][CH2:26]4)[CH:20]=3)[C:16]3[C:11](=[C:12]([F:17])[CH:13]=[CH:14][CH:15]=3)[C:10]([NH2:18])=[N:9]2)[CH:5]=[CH:6][CH:7]=1.[N:28]1[CH:33]=[C:32](B(O)O)[CH:31]=[N:30][CH:29]=1.C(=O)([O-])[O-].[Cs+].[Cs+]. The catalyst is COCCOC.CCO.O.CCOC(C)=O.[Cl-].[Na+].O.C1C=CC([PH+]([C]2[CH][CH][CH][CH]2)C2C=CC=CC=2)=CC=1.C1C=CC([PH+]([C]2[CH][CH][CH][CH]2)C2C=CC=CC=2)=CC=1.C(Cl)Cl.Cl[Pd]Cl.[Fe]. The product is [CH:25]1([C:21]2[CH:20]=[C:19]([C:8]3([C:4]4[CH:5]=[CH:6][CH:7]=[C:2]([C:32]5[CH:33]=[N:28][CH:29]=[N:30][CH:31]=5)[CH:3]=4)[C:16]4[C:11](=[C:12]([F:17])[CH:13]=[CH:14][CH:15]=4)[C:10]([NH2:18])=[N:9]3)[CH:24]=[CH:23][N:22]=2)[CH2:27][CH2:26]1. The yield is 0.620. (7) The reactants are [C:1]([C:3]1[CH:8]=[CH:7][C:6]([C:9]2[S:10][C:11]([C:20]([C:22]3[O:23][CH:24]=[CH:25][CH:26]=3)=[O:21])=[CH:12][C:13]=2[CH2:14][C:15]([O:17]CC)=[O:16])=[CH:5][CH:4]=1)#[N:2].O1CCCC1.[OH-].[Na+]. The catalyst is C(O)C. The product is [C:1]([C:3]1[CH:8]=[CH:7][C:6]([C:9]2[S:10][C:11]([C:20]([C:22]3[O:23][CH:24]=[CH:25][CH:26]=3)=[O:21])=[CH:12][C:13]=2[CH2:14][C:15]([OH:17])=[O:16])=[CH:5][CH:4]=1)#[N:2]. The yield is 0.680. (8) The reactants are Br[C:2]1[CH:3]=[C:4]2[C:8](=[CH:9][CH:10]=1)[N:7]([CH2:11][C:12]([O:14][CH2:15][CH3:16])=[O:13])[CH:6]=[C:5]2[CH2:17][C:18]#[N:19].[C:20]1(B(O)O)[CH:25]=[CH:24][CH:23]=[CH:22][CH:21]=1.C([O-])([O-])=O.[Na+].[Na+].O. The catalyst is COCCOC.CC([O-])=O.CC([O-])=O.[Pd+2].C1C=CC(P(C2C=CC=CC=2)C2C=CC=CC=2)=CC=1. The product is [C:18]([CH2:17][C:5]1[C:4]2[C:8](=[CH:9][CH:10]=[C:2]([C:20]3[CH:25]=[CH:24][CH:23]=[CH:22][CH:21]=3)[CH:3]=2)[N:7]([CH2:11][C:12]([O:14][CH2:15][CH3:16])=[O:13])[CH:6]=1)#[N:19]. The yield is 0.450. (9) The reactants are I[C:2]1[C:7]([NH:8][C:9](=[O:14])[C:10]([F:13])([F:12])[F:11])=[C:6]([O:15][CH:16]([CH3:18])[CH3:17])[C:5]([O:19][CH3:20])=[CH:4][CH:3]=1.[CH:21](N(CC)C(C)C)([CH3:23])[CH3:22].C#CC. The product is [CH:16]([O:15][C:6]1[C:5]([O:19][CH3:20])=[CH:4][CH:3]=[C:2]([C:22]#[C:21][CH3:23])[C:7]=1[NH:8][C:9](=[O:14])[C:10]([F:13])([F:12])[F:11])([CH3:18])[CH3:17]. The yield is 0.790. The catalyst is CN(C=O)C.[Cu]I. (10) The reactants are [NH:1]1[CH2:11][CH2:10][CH:4]([C:5]([O:7][CH2:8][CH3:9])=[O:6])[CH2:3][CH2:2]1.O.[C:13](O[C:13]([O:15][C:16]([CH3:19])([CH3:18])[CH3:17])=[O:14])([O:15][C:16]([CH3:19])([CH3:18])[CH3:17])=[O:14]. The catalyst is C1COCC1.C(OCC)(=O)C. The product is [C:16]([O:15][C:13]([N:1]1[CH2:2][CH2:3][CH:4]([C:5]([O:7][CH2:8][CH3:9])=[O:6])[CH2:10][CH2:11]1)=[O:14])([CH3:19])([CH3:18])[CH3:17]. The yield is 0.980.